This data is from Forward reaction prediction with 1.9M reactions from USPTO patents (1976-2016). The task is: Predict the product of the given reaction. (1) Given the reactants [Cl:1][C:2]1[C:3]([O:12][C:13]2[CH:18]=[C:17]([OH:19])[CH:16]=[CH:15][C:14]=2/[CH:20]=[CH:21]/[C:22]([O:24][CH2:25][CH3:26])=[O:23])=[N:4][CH:5]=[C:6]([C:8]([F:11])([F:10])[F:9])[CH:7]=1.C(=O)([O-])[O-].[K+].[K+].[I-].[Na+].Br[CH2:36][CH:37]1[CH2:41][CH2:40][CH2:39][O:38]1, predict the reaction product. The product is: [Cl:1][C:2]1[C:3]([O:12][C:13]2[CH:18]=[C:17]([O:19][CH2:36][CH:37]3[CH2:41][CH2:40][CH2:39][O:38]3)[CH:16]=[CH:15][C:14]=2/[CH:20]=[CH:21]/[C:22]([O:24][CH2:25][CH3:26])=[O:23])=[N:4][CH:5]=[C:6]([C:8]([F:9])([F:11])[F:10])[CH:7]=1. (2) Given the reactants [F:1][C:2]1[CH:7]=[C:6](F)[CH:5]=[C:4]([O:9][CH3:10])[C:3]=1[N+:11]([O-:13])=[O:12].[N:14]1([C:20]([O:22][C:23]([CH3:26])([CH3:25])[CH3:24])=[O:21])[CH2:19][CH2:18][NH:17][CH2:16][CH2:15]1.C(N(C(C)C)CC)(C)C, predict the reaction product. The product is: [F:1][C:2]1[CH:7]=[C:6]([N:17]2[CH2:16][CH2:15][N:14]([C:20]([O:22][C:23]([CH3:26])([CH3:25])[CH3:24])=[O:21])[CH2:19][CH2:18]2)[CH:5]=[C:4]([O:9][CH3:10])[C:3]=1[N+:11]([O-:13])=[O:12]. (3) Given the reactants Br[C:2]1[CH:3]=[C:4]([NH:14][C:15](=[O:21])[O:16][C:17]([CH3:20])([CH3:19])[CH3:18])[C:5]([N:8]2[CH2:13][CH2:12][O:11][CH2:10][CH2:9]2)=[N:6][CH:7]=1.[Cl:22][C:23]1[C:24](B(O)O)=[CH:25][C:26]([F:29])=[N:27][CH:28]=1.C(Cl)Cl.C(=O)([O-])[O-].[Na+].[Na+], predict the reaction product. The product is: [Cl:22][C:23]1[C:24]([C:2]2[CH:7]=[N:6][C:5]([N:8]3[CH2:13][CH2:12][O:11][CH2:10][CH2:9]3)=[C:4]([NH:14][C:15](=[O:21])[O:16][C:17]([CH3:20])([CH3:19])[CH3:18])[CH:3]=2)=[CH:25][C:26]([F:29])=[N:27][CH:28]=1. (4) Given the reactants [Br:1][C:2]1[CH:7]=[CH:6][C:5]([NH:8][CH:9]=[C:10]2[C:15](=[O:16])OC(C)(C)OC2=O)=[CH:4][C:3]=1[O:20][CH3:21], predict the reaction product. The product is: [Br:1][C:2]1[CH:7]=[C:6]2[C:5](=[CH:4][C:3]=1[O:20][CH3:21])[NH:8][CH:9]=[CH:10][C:15]2=[O:16]. (5) Given the reactants Cl[C:2]([C:4]1[CH:18]=[CH:17][C:7]([O:8][CH2:9][C:10]([O:12]C(C)(C)C)=[O:11])=[CH:6][CH:5]=1)=[O:3].[Cl:19][C:20]1[CH:21]=[C:22]([CH:27]=[CH:28][C:29]=1[O:30][CH:31]([CH3:33])[CH3:32])/[C:23](=[N:25]/O)/[NH2:24].Cl, predict the reaction product. The product is: [Cl:19][C:20]1[CH:21]=[C:22]([C:23]2[N:25]=[C:2]([C:4]3[CH:5]=[CH:6][C:7]([O:8][CH2:9][C:10]([OH:12])=[O:11])=[CH:17][CH:18]=3)[O:3][N:24]=2)[CH:27]=[CH:28][C:29]=1[O:30][CH:31]([CH3:33])[CH3:32]. (6) The product is: [CH:4]1([N:31]2[CH2:30][CH2:29][N:28]([C:24]3[CH:23]=[C:22]([CH2:21][N:17]4[C:18]([CH3:20])=[CH:19][C:15](/[CH:14]=[C:13](\[F:12])/[C:34]5[CH:39]=[CH:38][C:37]([O:40][C:41]([F:42])([F:43])[F:44])=[CH:36][CH:35]=5)=[N:16]4)[CH:27]=[CH:26][N:25]=3)[CH2:33][CH2:32]2)[CH2:6][CH2:5]1. Given the reactants C(O[C:4]1(O[Si](C)(C)C)[CH2:6][CH2:5]1)C.[F:12]/[C:13](/[C:34]1[CH:39]=[CH:38][C:37]([O:40][C:41]([F:44])([F:43])[F:42])=[CH:36][CH:35]=1)=[CH:14]\[C:15]1[CH:19]=[C:18]([CH3:20])[N:17]([CH2:21][C:22]2[CH:27]=[CH:26][N:25]=[C:24]([N:28]3[CH2:33][CH2:32][NH:31][CH2:30][CH2:29]3)[CH:23]=2)[N:16]=1.C(O)(=O)C.C([BH3-])#N.[Na+], predict the reaction product. (7) Given the reactants C[O:2][C:3](=[O:42])[CH2:4][C@H:5]([OH:41])[CH2:6][C@H:7]([OH:40])[CH2:8][CH2:9][C:10]1[N:11]([CH:37]([CH3:39])[CH3:38])[C:12]([C:28](=[O:36])[NH:29][C:30]2[CH:35]=[CH:34][CH:33]=[CH:32][CH:31]=2)=[C:13]([C:22]2[CH:27]=[CH:26][CH:25]=[CH:24][CH:23]=2)[C:14]=1[C:15]1[CH:20]=[CH:19][C:18]([F:21])=[CH:17][CH:16]=1.C(O)C.O.[OH-].[Na+:48], predict the reaction product. The product is: [Na+:48].[F:21][C:18]1[CH:19]=[CH:20][C:15]([C:14]2[C:13]([C:22]3[CH:23]=[CH:24][CH:25]=[CH:26][CH:27]=3)=[C:12]([C:28](=[O:36])[NH:29][C:30]3[CH:35]=[CH:34][CH:33]=[CH:32][CH:31]=3)[N:11]([CH:37]([CH3:39])[CH3:38])[C:10]=2[CH2:9][CH2:8][C@@H:7]([OH:40])[CH2:6][C@@H:5]([OH:41])[CH2:4][C:3]([O-:42])=[O:2])=[CH:16][CH:17]=1. (8) Given the reactants [C:1]([O:5][C:6](=[O:23])[CH2:7][CH:8]([OH:22])[CH2:9][C@H:10]([OH:21])[CH2:11][O:12][C:13](=[O:20])[C:14]1[CH:19]=[CH:18][CH:17]=[CH:16][CH:15]=1)([CH3:4])([CH3:3])[CH3:2].CO[C:26](OC)([CH3:28])[CH3:27].CC(C)=O.C1(C)C=CC(S(O)(=O)=O)=CC=1, predict the reaction product. The product is: [C:1]([O:5][C:6](=[O:23])[CH2:7][C@H:8]1[CH2:9][C@@H:10]([CH2:11][O:12][C:13](=[O:20])[C:14]2[CH:15]=[CH:16][CH:17]=[CH:18][CH:19]=2)[O:21][C:26]([CH3:28])([CH3:27])[O:22]1)([CH3:4])([CH3:2])[CH3:3]. (9) Given the reactants [Cl:1][C:2]1[CH:7]=[CH:6][C:5]([C:8]2[CH:13]=[CH:12][N:11]=[C:10](SC)[N:9]=2)=[CH:4][CH:3]=1.O[O:17][S:18]([O-:20])=O.[K+].[CH3:22]O, predict the reaction product. The product is: [Cl:1][C:2]1[CH:3]=[CH:4][C:5]([C:8]2[CH:13]=[CH:12][N:11]=[C:10]([S:18]([CH3:22])(=[O:20])=[O:17])[N:9]=2)=[CH:6][CH:7]=1. (10) Given the reactants [C:1]([C@@H:4]1[CH2:8][S:7][C@H:6]2[CH2:9][C@@H:10]([NH:13][C:14](=[O:20])[O:15][C:16]([CH3:19])([CH3:18])[CH3:17])[C:11](=[O:12])[N:5]12)(=O)[NH2:2].[CH2:21](N(CC)CC)C.FC(F)(F)C(OC(=O)C(F)(F)F)=O.[CH2:41]1[CH2:45]OC[CH2:42]1, predict the reaction product. The product is: [C:1]([C@@H:4]1[CH2:8][S:7][C@H:6]2[CH2:9][C@:10]([NH:13][C:14](=[O:20])[O:15][C:16]([CH3:19])([CH3:18])[CH3:17])([CH2:21][CH:41]([CH3:42])[CH3:45])[C:11](=[O:12])[N:5]12)#[N:2].